Dataset: hERG channel blocking data for cardiac toxicity assessment. Task: Regression/Classification. Given a drug SMILES string, predict its toxicity properties. Task type varies by dataset: regression for continuous values (e.g., LD50, hERG inhibition percentage) or binary classification for toxic/non-toxic outcomes (e.g., AMES mutagenicity, cardiotoxicity, hepatotoxicity). Dataset: herg. (1) The drug is Cc1ccc(O)c([C@@H](CCN(C(C)C)C(C)C)c2ccccc2)c1. The result is 1 (blocker). (2) The compound is CC[NH+](CC)CCCN(c1ccccc1)C1Cc2ccccc2C1. The result is 1 (blocker). (3) The drug is CC[C@H]1OC(=O)[C@H](C)[C@@H](O[C@H]2C[C@@](C)(OC)[C@@H](O)[C@H](C)O2)[C@H](C)[C@@H](O[C@@H]2O[C@H](C)C[C@H]([NH+](C)C)[C@H]2O)[C@](C)(O)C[C@@H](C)/C(=N/OCOCCOC)[C@H](C)[C@@H](O)[C@]1(C)O. The result is 1 (blocker). (4) The molecule is COC(=O)[C@H]1[C@@H](O)C[C@H]2CC[C@@H]1[NH+]2C. The result is 0 (non-blocker).